Dataset: NCI-60 drug combinations with 297,098 pairs across 59 cell lines. Task: Regression. Given two drug SMILES strings and cell line genomic features, predict the synergy score measuring deviation from expected non-interaction effect. Drug 1: C1=C(C(=O)NC(=O)N1)N(CCCl)CCCl. Drug 2: CC1CCC2CC(C(=CC=CC=CC(CC(C(=O)C(C(C(=CC(C(=O)CC(OC(=O)C3CCCCN3C(=O)C(=O)C1(O2)O)C(C)CC4CCC(C(C4)OC)O)C)C)O)OC)C)C)C)OC. Cell line: MALME-3M. Synergy scores: CSS=33.8, Synergy_ZIP=-1.09, Synergy_Bliss=-1.59, Synergy_Loewe=-2.99, Synergy_HSA=4.17.